This data is from Forward reaction prediction with 1.9M reactions from USPTO patents (1976-2016). The task is: Predict the product of the given reaction. (1) Given the reactants [Cl:1][C:2]1[N:7]=[C:6]([N:8]2[CH2:13][CH2:12][CH2:11][C@@H:10]([NH:14][C:15](=[O:21])OC(C)(C)C)[CH2:9]2)[CH:5]=[N:4][C:3]=1[C:22]#[N:23].[CH2:24]([Cl:26])Cl.[C:27](O)([C:29]([F:32])([F:31])[F:30])=O.C[CH2:35][N:36](C(C)C)[CH:37]([CH3:39])[CH3:38].[CH3:43]COC(C)=O, predict the reaction product. The product is: [Cl:26][C:24]1[CH:38]=[C:37]([N:36]([CH3:35])[C:15]([NH:14][C@@H:10]2[CH2:11][CH2:12][CH2:13][N:8]([C:6]3[CH:5]=[N:4][C:3]([C:22]#[N:23])=[C:2]([Cl:1])[N:7]=3)[CH2:9]2)=[O:21])[CH:39]=[C:27]([C:29]([F:32])([F:31])[F:30])[CH:43]=1. (2) Given the reactants Br[C:2]1[N:7]=[C:6]([C:8]([O:10][CH3:11])=[O:9])[C:5]([O:12][CH2:13][CH2:14][CH2:15][O:16][C:17]2[CH:22]=[CH:21][CH:20]=[CH:19][CH:18]=2)=[CH:4][CH:3]=1.[CH3:23][N:24]1[C:33]2[C:28](=[CH:29][C:30](B3OC(C)(C)C(C)(C)O3)=[CH:31][CH:32]=2)[NH:27][CH2:26][CH2:25]1.C([O-])([O-])=O.[K+].[K+], predict the reaction product. The product is: [CH3:23][N:24]1[C:33]2[C:28](=[CH:29][C:30]([C:2]3[N:7]=[C:6]([C:8]([O:10][CH3:11])=[O:9])[C:5]([O:12][CH2:13][CH2:14][CH2:15][O:16][C:17]4[CH:22]=[CH:21][CH:20]=[CH:19][CH:18]=4)=[CH:4][CH:3]=3)=[CH:31][CH:32]=2)[NH:27][CH2:26][CH2:25]1. (3) Given the reactants [Mg].[O:2]=[C:3]([CH2:8]C)[CH2:4][C:5](O)=O.C(N1C=CN=C1)(N1C=CN=C1)=O.[CH:22]1([C:25]([OH:27])=O)[CH2:24][CH2:23]1.Cl, predict the reaction product. The product is: [CH:22]1([C:25](=[O:27])[CH2:8][C:3](=[O:2])[CH2:4][CH3:5])[CH2:24][CH2:23]1. (4) The product is: [C:25]([NH:24][C:22]1[S:23][C:19]2[CH:18]=[C:17]([C:32]3[CH:33]=[C:34]([O:38][CH2:39][CH2:40][NH:41][C:42](=[O:46])[CH2:43][O:44][CH3:45])[CH:35]=[N:36][CH:37]=3)[CH:29]=[CH:28][C:20]=2[N:21]=1)(=[O:27])[CH3:26]. Given the reactants O.C(=O)([O-])[O-].[Na+].[Na+].O.CC1(C)C(C)(C)OB([C:17]2[CH:29]=[CH:28][C:20]3[N:21]=[C:22]([NH:24][C:25](=[O:27])[CH3:26])[S:23][C:19]=3[CH:18]=2)O1.Br[C:32]1[CH:33]=[C:34]([O:38][CH2:39][CH2:40][NH:41][C:42](=[O:46])[CH2:43][O:44][CH3:45])[CH:35]=[N:36][CH:37]=1, predict the reaction product. (5) The product is: [Br:1][C:2]1[CH:8]=[CH:7][C:5]([NH:6][C:10]2[S:11][C:12]3[CH:18]=[C:17]([Cl:19])[CH:16]=[CH:15][C:13]=3[N:14]=2)=[CH:4][CH:3]=1. Given the reactants [Br:1][C:2]1[CH:8]=[CH:7][C:5]([NH2:6])=[CH:4][CH:3]=1.Cl[C:10]1[S:11][C:12]2[CH:18]=[C:17]([Cl:19])[CH:16]=[CH:15][C:13]=2[N:14]=1, predict the reaction product.